Dataset: Full USPTO retrosynthesis dataset with 1.9M reactions from patents (1976-2016). Task: Predict the reactants needed to synthesize the given product. (1) Given the product [CH2:19]([N:21]([CH3:26])[S:22]([NH:1][C:2]1[C:3]([F:12])=[C:4]([CH:9]=[CH:10][CH:11]=1)[C:5]([O:7][CH3:8])=[O:6])(=[O:24])=[O:23])[CH3:20], predict the reactants needed to synthesize it. The reactants are: [NH2:1][C:2]1[C:3]([F:12])=[C:4]([CH:9]=[CH:10][CH:11]=1)[C:5]([O:7][CH3:8])=[O:6].N1C=CC=CC=1.[CH2:19]([N:21]([CH3:26])[S:22](Cl)(=[O:24])=[O:23])[CH3:20]. (2) Given the product [Br:1][CH2:15][C:7]1[O:6][C:5](=[O:21])[C:4]([CH3:3])=[C:9]([O:10][CH2:11][O:12][CH3:13])[C:8]=1[CH3:14], predict the reactants needed to synthesize it. The reactants are: [Br-:1].[Na+].[CH3:3][C:4]1[C:5](=[O:21])[O:6][C:7]([CH2:15]OS(C)(=O)=O)=[C:8]([CH3:14])[C:9]=1[O:10][CH2:11][O:12][CH3:13]. (3) Given the product [C:1]([O:5][C:6]([N:8]([C:32]([O:34][C:35]([CH3:38])([CH3:37])[CH3:36])=[O:33])[C:9]1[C:18]2[C:13](=[CH:14][C:15]([NH:19][CH:20]([C:24]3[CH:25]=[CH:26][CH:27]=[C:28]([Cl:30])[CH:29]=3)[C:21]([OH:23])=[O:22])=[CH:16][CH:17]=2)[CH:12]=[CH:11][N:10]=1)=[O:7])([CH3:4])([CH3:3])[CH3:2], predict the reactants needed to synthesize it. The reactants are: [C:1]([O:5][C:6]([N:8]([C:32]([O:34][C:35]([CH3:38])([CH3:37])[CH3:36])=[O:33])[C:9]1[C:18]2[C:13](=[CH:14][C:15]([NH:19][CH:20]([C:24]3[CH:29]=[C:28]([Cl:30])[CH:27]=[CH:26][C:25]=3F)[C:21]([OH:23])=[O:22])=[CH:16][CH:17]=2)[CH:12]=[CH:11][N:10]=1)=[O:7])([CH3:4])([CH3:3])[CH3:2].ClC1C=C(C=CC=1)C=O. (4) Given the product [F:1][C:2]1[CH:3]=[C:4]([CH3:12])[C:5]([CH2:9][C:10]2[NH:15][CH2:14][CH2:13][N:11]=2)=[C:6]([CH3:8])[CH:7]=1, predict the reactants needed to synthesize it. The reactants are: [F:1][C:2]1[CH:7]=[C:6]([CH3:8])[C:5]([CH2:9][C:10]#[N:11])=[C:4]([CH3:12])[CH:3]=1.[CH2:13](N)[CH2:14][NH2:15].[S]. (5) The reactants are: [F:1][C:2]1[CH:3]=[C:4]2[C:22](=[O:23])[NH:21][CH2:20][CH2:19][C:6]3=[C:7]([C:11]4[CH:18]=[CH:17][C:14]([CH:15]=O)=[CH:13][CH:12]=4)[NH:8][C:9]([CH:10]=1)=[C:5]23.C1([C:30]2[NH:31]C3C=CC=C4C(=O)NCCC=2C=34)C=CC=CC=1.BrC1NC2C=C(F)C=C3C(=O)NCCC=1C=23.C(C1C=CC(B(O)O)=CC=1)=O.CN. Given the product [F:1][C:2]1[CH:3]=[C:4]2[C:22](=[O:23])[NH:21][CH2:20][CH2:19][C:6]3=[C:7]([C:11]4[CH:12]=[CH:13][C:14]([CH2:15][NH:31][CH3:30])=[CH:17][CH:18]=4)[NH:8][C:9]([CH:10]=1)=[C:5]23, predict the reactants needed to synthesize it. (6) Given the product [CH2:14]([O:17][C:2]1[CH:10]=[CH:9][C:5]([C:6]([NH2:8])=[O:7])=[CH:4][C:3]=1[N+:11]([O-:13])=[O:12])[CH3:15], predict the reactants needed to synthesize it. The reactants are: F[C:2]1[CH:10]=[CH:9][C:5]([C:6]([NH2:8])=[O:7])=[CH:4][C:3]=1[N+:11]([O-:13])=[O:12].[CH:14]([O:17]C1C=CC(C(N)=O)=CC=1N=C=S)(C)[CH3:15].[O-]CC.[Na+].